From a dataset of Cav3 T-type calcium channel HTS with 100,875 compounds. Binary Classification. Given a drug SMILES string, predict its activity (active/inactive) in a high-throughput screening assay against a specified biological target. (1) The drug is O=C1N2C(N(C(=O)c3c2cccc3)Cc2occc2)c2c1cccc2. The result is 0 (inactive). (2) The drug is Clc1cc(N2C(=O)C(N3CCC(CC3)C(=O)N)CC2=O)ccc1F. The result is 0 (inactive). (3) The molecule is o1c(c(c2c1cccc2)C)c1nc(Nc2ccccc2)nc(n1)N. The result is 0 (inactive).